From a dataset of Reaction yield outcomes from USPTO patents with 853,638 reactions. Predict the reaction yield, written as a fraction of the theoretical maximum amount of product (1.0 means a 100% yield; for example, 0.34 means a 34% yield). The reactants are [Li+].[OH-].[Br:3][C:4]1[CH:40]=[CH:39][C:7]([CH2:8][N:9]2[C:13]3[CH:14]=[CH:15][C:16]([O:18][CH2:19][C:20]4[CH:29]=[CH:28][C:27]5[C:22](=[CH:23][CH:24]=[CH:25][CH:26]=5)[N:21]=4)=[CH:17][C:12]=3[N:11]=[C:10]2[CH2:30][C:31]([CH3:38])([CH3:37])[C:32]([O:34]CC)=[O:33])=[CH:6][CH:5]=1.C1COCC1.CO. The catalyst is O. The product is [Br:3][C:4]1[CH:5]=[CH:6][C:7]([CH2:8][N:9]2[C:13]3[CH:14]=[CH:15][C:16]([O:18][CH2:19][C:20]4[CH:29]=[CH:28][C:27]5[C:22](=[CH:23][CH:24]=[CH:25][CH:26]=5)[N:21]=4)=[CH:17][C:12]=3[N:11]=[C:10]2[CH2:30][C:31]([CH3:37])([CH3:38])[C:32]([OH:34])=[O:33])=[CH:39][CH:40]=1. The yield is 0.830.